From a dataset of Catalyst prediction with 721,799 reactions and 888 catalyst types from USPTO. Predict which catalyst facilitates the given reaction. (1) Reactant: [O:1]=[C:2]1[NH:10][C:5]2=[N:6][CH:7]=[CH:8][CH:9]=[C:4]2[C@:3]21[CH2:42][C:13]1[CH:14]=[C:15]3[C:20](=[CH:21][C:12]=1[CH2:11]2)[N:19]=[CH:18][C:17]([CH2:22][NH:23][CH2:24][CH:25]([C:36]1[CH:41]=[CH:40][CH:39]=[CH:38][CH:37]=1)[CH2:26][NH:27][C:28]1([C:33]([OH:35])=O)[CH2:32][CH2:31][CH2:30][CH2:29]1)=[CH:16]3.C1C=CC2N(O)N=NC=2C=1.CCN=C=NCCCN(C)C.C(N(CC)CC)C. Product: [O:35]=[C:33]1[C:28]2([CH2:32][CH2:31][CH2:30][CH2:29]2)[NH:27][CH2:26][CH:25]([C:36]2[CH:37]=[CH:38][CH:39]=[CH:40][CH:41]=2)[CH2:24][N:23]1[CH2:22][C:17]1[CH:18]=[N:19][C:20]2[C:15]([CH:16]=1)=[CH:14][C:13]1[CH2:42][C@:3]3([CH2:11][C:12]=1[CH:21]=2)[C:4]1[C:5](=[N:6][CH:7]=[CH:8][CH:9]=1)[NH:10][C:2]3=[O:1]. The catalyst class is: 1. (2) Reactant: [Cl:1][C:2]1[N:7]=[C:6](Cl)[C:5]([N+:9]([O-:11])=[O:10])=[CH:4][N:3]=1.[NH2:12][C:13]1[CH:21]=[C:20]2[C:16]([C:17]([CH3:24])([CH3:23])[C:18](=[O:22])[NH:19]2)=[CH:15][CH:14]=1. Product: [Cl:1][C:2]1[N:7]=[C:6]([NH:12][C:13]2[CH:21]=[C:20]3[C:16]([C:17]([CH3:24])([CH3:23])[C:18](=[O:22])[NH:19]3)=[CH:15][CH:14]=2)[C:5]([N+:9]([O-:11])=[O:10])=[CH:4][N:3]=1. The catalyst class is: 12. (3) Reactant: [CH3:1][O:2][C:3]1([CH2:13][O:14][CH3:15])[CH2:12][CH2:11][C:6]2(OCC[O:7]2)[CH2:5][CH2:4]1.O.C1(C)C=CC(S(O)(=O)=O)=CC=1. Product: [CH3:1][O:2][C:3]1([CH2:13][O:14][CH3:15])[CH2:4][CH2:5][C:6](=[O:7])[CH2:11][CH2:12]1. The catalyst class is: 95. (4) Reactant: C(OC([N:8]1[CH2:13][CH2:12][N:11]([C:14]2[CH:19]=[CH:18][C:17]([N+:20]([O-:22])=[O:21])=[CH:16][C:15]=2[F:23])[CH2:10][CH2:9]1)=O)(C)(C)C.CCO.[ClH:27]. Product: [ClH:27].[ClH:27].[F:23][C:15]1[CH:16]=[C:17]([N+:20]([O-:22])=[O:21])[CH:18]=[CH:19][C:14]=1[N:11]1[CH2:12][CH2:13][NH:8][CH2:9][CH2:10]1. The catalyst class is: 12. (5) Reactant: [Br:1][C:2]1[CH:9]=[CH:8][C:5]([CH:6]=O)=[CH:4][CH:3]=1.[NH:10]1[CH2:15][CH2:14][CH2:13][CH2:12][CH2:11]1.C(O[BH-](OC(=O)C)OC(=O)C)(=O)C.[Na+].C(=O)(O)[O-].[Na+]. Product: [Br:1][C:2]1[CH:9]=[CH:8][C:5]([CH2:6][N:10]2[CH2:15][CH2:14][CH2:13][CH2:12][CH2:11]2)=[CH:4][CH:3]=1. The catalyst class is: 478.